Dataset: Experimentally validated miRNA-target interactions with 360,000+ pairs, plus equal number of negative samples. Task: Binary Classification. Given a miRNA mature sequence and a target amino acid sequence, predict their likelihood of interaction. (1) The miRNA is hsa-miR-4324 with sequence CCCUGAGACCCUAACCUUAA. The protein sequence of the target gene is MSLPPEKASELKQLIHQQLSKMDVHGRIREILAETIREELAPDQQHLSTEDLIKALRRRGIIDDVMKELNFVTDSVEQELPSSPKQPICFDRQSTLKKTNIDPTRRYLYLQVLGGKAFLEHLQEPEPLPGQVCSTFTLCLHYRNQRFRSKPVPCACEPDFHDGFLLEVHRESLGDGTRMADSTTMLSISDPIHMVLIKTDIFGETTLVASYFLEWRSVLGSENGVTSLTVELMGVGTESKVSVGILNIKLEMYPPLNQTLSQEVVNTQLALERQKTAEKERLFLVYAKQWWREYLQIRPS.... Result: 1 (interaction). (2) The miRNA is hsa-miR-1193 with sequence GGGAUGGUAGACCGGUGACGUGC. The protein sequence of the target gene is MAGLRGNAVAGLLWMLLLWSGGGGCQAQRAGCKSVHYDLVFLLDTSSSVGKEDFEKVRQWVANLVDTFEVGPDRTRVGVVRYSDRPTTAFELGLFGSQEEVKAAARRLAYHGGNTNTGDALRYITARSFSPHAGGRPRDRAYKQVAILLTDGRSQDLVLDAAAAAHRAGIRIFAVGVGEALKEELEEIASEPKSAHVFHVSDFNAIDKIRGKLRRRLCENVLCPSVRVEGDRFKHTNGGTKEITGFDLMDLFSVKEILGKRENGAQSSYVRMGSFPVVQSTEDVFPQGLPDEYAFVTTFR.... Result: 1 (interaction). (3) The miRNA is gga-miR-23b-5p with sequence GGGUUCCUGGCAUGAUGAUUU. The protein sequence of the target gene is MAEPSAATQSHSISSSSFGAEPSAPGGGGSPGACPALGTKSCSSSCADSFVSSSSSQPVSLFSTSQEGLSSLCSDEPSSEIMTSSFLSSSEIHNTGLTILHGEKSHVLGSQPILAKEGKDHLDLLDMKKMEKPQGTSNNVSDSSVSLAAGVHCDRPSIPASFPEHPAFLSKKIGQVEEQIDKETKNPNGVSSREAKTALDADDRFTLLTAQKPPTEYSKVEGIYTYSLSPSKVSGDDVIEKDSPESPFEVIIDKAAFDKEFKDSYKESTDDFGSWSVHTDKESSEDISETNDKLFPLRNK.... Result: 0 (no interaction). (4) The miRNA is hsa-miR-5011-5p with sequence UAUAUAUACAGCCAUGCACUC. The protein sequence of the target gene is MADYSTVPPPSSGSAGGGGGGGGGGGVNDAFKDALQRARQIAAKIGGDAGTSLNSNDYGYGGQKRPLEDGDQPDAKKVAPQNDSFGTQLPPMHQQQSRSVMTEEYKVPDGMVGFIIGRGGEQISRIQQESGCKIQIAPDSGGLPERSCMLTGTPESVQSAKRLLDQIVEKGRPAPGFHHGDGPGNAVQEIMIPASKAGLVIGKGGETIKQLQERAGVKMVMIQDGPQNTGADKPLRITGDPYKVQQAKEMVLELIRDQGGFREVRNEYGSRIGGNEGIDVPIPRFAVGIVIGRNGEMIKK.... Result: 1 (interaction). (5) The miRNA is hsa-miR-5088-5p with sequence CAGGGCUCAGGGAUUGGAUGGAGG. The protein sequence of the target gene is MYGKGKSNSSAVPSDSQAREKLALYVYEYLLHVGAQKSAQTFLSEIRWEKNITLGEPPGFLHSWWCVFWDLYCAAPERRETCEHSSEAKAFHDYSAAAAPSPVLGNMPPGDGMPVGPVPPGFFQPFMSPRYPGGPRPPLRIPNQALGGVPGSQPLLPSGMDPTRQQGHPNMGGPMQRMTPPRGMVPLGPQNYGGAMRPPLNALGGPGMPGMNMGPGGGRPWPNPTNANSIPYSSASPGNYVGPPGGGGPPGTPIMPSPADSTNSGDNMYTLMNAVPPGPNRPNFPMGPGSDGPMGGLGGM.... Result: 0 (no interaction). (6) The miRNA is hsa-miR-3138 with sequence UGUGGACAGUGAGGUAGAGGGAGU. The protein sequence of the target gene is MPSRKFVEGEVVRGRWPGSSLYYEVEILSHDNKSQLYTVKYKDGTELELKESDIKPLKSFKQRKSGSISSSPSRRRGSRSRSRSRSRSRSPGRAPKGSRRSVSASHEGDVKEKKEKEMRREILQVKLTPLVLKPFGNSVSVYNGEPEHMEKNATPYKDKQERIILSTEDRYIVTQYSLRPRREEVKAKEIESEEQNLVTKGPAPLGTFQVTTPQRKDLEFGGVPGAVLIMLGLPACVLLLLLQCRQKDPGLLHFPPPLPALHELWEPRVCGVYLLWFFVQALFHLLPVGKVAEGTPLVDG.... Result: 0 (no interaction). (7) The miRNA is mmu-miR-376a-3p with sequence AUCGUAGAGGAAAAUCCACGU. The protein sequence of the target gene is MSGVVPTAPEQPAGEMENQTKPPDPRPDAPPEYNSHFLPGPPGTAVPPPTGYPGGLPMGYYSPQQPSTFPLYQPVGGIHPVRYQPGKYPMPNQSVPITWMPGPTPMANCPPGLEYLVQLDNIHVLQHFEPLEMMTCFETNNRYDIKNNSDQMVYIVTEDTDDFTRNAYRTLRPFVLRVTDCMGREIMTMQRPFRCTCCCFCCPSARQELEVQCPPGVTIGFVAEHWNLCRAVYSIQNEKKENVMRVRGPCSTYGCGSDSVFEVKSLDGISNIGSIIRKWNGLLSAMADADHFDIHFPLDL.... Result: 0 (no interaction). (8) The miRNA is mmu-miR-451a with sequence AAACCGUUACCAUUACUGAGUU. The protein sequence of the target gene is MSGGTPYIGSKISLISKAEIRYEGILYTIDTENSTVALAKVRSFGTEDRPTDRPIPPRDEVFEYIIFRGSDIKDLTVCEPPKPQCSLPQDPAIVQSSLGSSSSSFQSVGSYGPFGRMPAYSQFSPSTLVGQQFGAVGVAGNSLTSFGTEASNSGTLSQSNAVGSAFTQDTRSVKPQLAQGRSSPQLDPLRKSPTMEQAVQTASAHLPAPAPVGRRSPVPARPLPPTSQKAIDNQEHRRAEVHKVPRPENEQLRNDKRQVVPGVPSAPRRGRGGHRGGRGRFGIRRDGPMKFEKDFDFESA.... Result: 1 (interaction). (9) The miRNA is hsa-miR-3148 with sequence UGGAAAAAACUGGUGUGUGCUU. The protein sequence of the target gene is MKALLILGLLLFSVAVQGKVFERCELARSLKRFGMDNFRGISLANWMCLARWESNYNTQATNYNAGDQSTDYGIFQINSHWWCNDGKTPGAVNACHLPCGALLQDDITQAVACAKRVVSDPQGIRAWVAWRSHCQNQDLTSYIQGCGV. Result: 0 (no interaction).